From a dataset of Catalyst prediction with 721,799 reactions and 888 catalyst types from USPTO. Predict which catalyst facilitates the given reaction. (1) Reactant: [N:1]1([CH2:7][CH2:8][NH:9][C:10]([CH:12]2[CH2:17][CH2:16][CH2:15][CH2:14][CH2:13]2)=[O:11])[CH2:6][CH2:5][NH:4][CH2:3][CH2:2]1.Cl[C:19]1[CH:24]=[CH:23][CH:22]=[C:21]([N+:25]([O-:27])=[O:26])[N:20]=1.C(N(C(C)C)CC)(C)C. Product: [N+:25]([C:21]1[N:20]=[C:19]([N:4]2[CH2:5][CH2:6][N:1]([CH2:7][CH2:8][NH:9][C:10]([CH:12]3[CH2:17][CH2:16][CH2:15][CH2:14][CH2:13]3)=[O:11])[CH2:2][CH2:3]2)[CH:24]=[CH:23][CH:22]=1)([O-:27])=[O:26]. The catalyst class is: 115. (2) Reactant: [CH2:1]([O:3][C:4]([C:6]1[O:7][C:8]2[CH:15]=[CH:14][CH:13]=[C:12]([NH2:16])[C:9]=2[C:10]=1[CH3:11])=[O:5])[CH3:2].[CH2:17]([S:19](Cl)(=[O:21])=[O:20])[CH3:18].N1C=CC=CC=1. The catalyst class is: 2. Product: [CH2:1]([O:3][C:4]([C:6]1[O:7][C:8]2[CH:15]=[CH:14][CH:13]=[C:12]([NH:16][S:19]([CH2:17][CH3:18])(=[O:21])=[O:20])[C:9]=2[C:10]=1[CH3:11])=[O:5])[CH3:2]. (3) Reactant: C[O:2][C:3]1[C:8]2[CH:9]=[C:10]([C:12]3[N:16]4[N:17]=[C:18]([O:21][C@H:22]5[CH2:25][C@H:24]([NH2:26])[CH2:23]5)[CH:19]=[CH:20][C:15]4=[N:14][CH:13]=3)[O:11][C:7]=2[CH:6]=[CH:5][N:4]=1.Cl. Product: [NH2:26][C@H:24]1[CH2:23][C@H:22]([O:21][C:18]2[CH:19]=[CH:20][C:15]3[N:16]([C:12]([C:10]4[O:11][C:7]5[CH:6]=[CH:5][N:4]=[C:3]([OH:2])[C:8]=5[CH:9]=4)=[CH:13][N:14]=3)[N:17]=2)[CH2:25]1. The catalyst class is: 12. (4) Reactant: [C:1]([O:5][C:6]([N:8]1[CH2:12][CH2:11][C:10]([CH3:14])([CH3:13])[C:9]1=[O:15])=[O:7])([CH3:4])([CH3:3])[CH3:2].C1C[O:19]CC1.C(O)C.[OH-].[Na+]. Product: [C:1]([O:5][C:6]([NH:8][CH2:12][CH2:11][C:10]([CH3:14])([CH3:13])[C:9]([OH:15])=[O:19])=[O:7])([CH3:4])([CH3:3])[CH3:2]. The catalyst class is: 6.